Predict the reactants needed to synthesize the given product. From a dataset of Full USPTO retrosynthesis dataset with 1.9M reactions from patents (1976-2016). (1) Given the product [Cl:51][C:41]1[CH:40]=[C:39]([NH:38][C:2]2[N:7]=[C:6]([C:8]3[S:12][C:11]([N:13]4[CH2:14][CH2:15][CH2:16][CH2:17][CH2:18]4)=[N:10][C:9]=3[C:19]3[CH:20]=[C:21]([NH:25][C:26](=[O:35])[C:27]4[C:28]([F:34])=[CH:29][CH:30]=[CH:31][C:32]=4[F:33])[CH:22]=[CH:23][CH:24]=3)[CH:5]=[CH:4][N:3]=2)[CH:44]=[CH:43][C:42]=1[O:45][CH2:46][CH2:47][N:48]([CH3:49])[CH3:50], predict the reactants needed to synthesize it. The reactants are: Cl[C:2]1[N:7]=[C:6]([C:8]2[S:12][C:11]([N:13]3[CH2:18][CH2:17][CH2:16][CH2:15][CH2:14]3)=[N:10][C:9]=2[C:19]2[CH:20]=[C:21]([NH:25][C:26](=[O:35])[C:27]3[C:32]([F:33])=[CH:31][CH:30]=[CH:29][C:28]=3[F:34])[CH:22]=[CH:23][CH:24]=2)[CH:5]=[CH:4][N:3]=1.Cl.Cl.[NH2:38][C:39]1[CH:44]=[CH:43][C:42]([O:45][CH2:46][CH2:47][N:48]([CH3:50])[CH3:49])=[C:41]([Cl:51])[CH:40]=1. (2) The reactants are: [CH2:1]([N:8]1[C:12]([NH2:13])=[CH:11][N:10]=[N:9]1)[C:2]1[CH:7]=[CH:6][CH:5]=[CH:4][CH:3]=1.C(P(C(C)(C)C)C1C=CC=CC=1C1C(C(C)C)=CC(C(C)C)=CC=1C(C)C)(C)(C)C.CC(C)([O-])C.[Na+].C([O:52][C:53]([CH:55]1[CH2:58][C:57](=[CH:59][C:60]2[CH:65]=[C:64]([Cl:66])[CH:63]=[CH:62][C:61]=2Br)[CH2:56]1)=[O:54])C. Given the product [CH2:1]([N:8]1[C:12]([NH:13][C:61]2[CH:62]=[CH:63][C:64]([Cl:66])=[CH:65][C:60]=2[CH:59]=[C:57]2[CH2:56][CH:55]([C:53]([OH:54])=[O:52])[CH2:58]2)=[CH:11][N:10]=[N:9]1)[C:2]1[CH:7]=[CH:6][CH:5]=[CH:4][CH:3]=1, predict the reactants needed to synthesize it. (3) Given the product [N:31]1([CH2:30][CH2:29][C:25]2[CH:24]=[C:23]([NH:22][C:18]3[N:17]=[C:16]([C:15]4[N:14]5[C:10]([S:11][CH:12]=[CH:13]5)=[N:9][C:8]=4[C:4]4[CH:3]=[C:2]([NH:1][C:82](=[O:83])[CH2:81][C:75]5[CH:80]=[CH:79][CH:78]=[CH:77][CH:76]=5)[CH:7]=[CH:6][CH:5]=4)[CH:21]=[CH:20][N:19]=3)[CH:28]=[CH:27][CH:26]=2)[CH2:36][CH2:35][O:34][CH2:33][CH2:32]1, predict the reactants needed to synthesize it. The reactants are: [NH2:1][C:2]1[CH:3]=[C:4]([C:8]2[N:9]=[C:10]3[N:14]([C:15]=2[C:16]2[CH:21]=[CH:20][N:19]=[C:18]([NH:22][C:23]4[CH:28]=[CH:27][CH:26]=[C:25]([CH2:29][CH2:30][N:31]5[CH2:36][CH2:35][O:34][CH2:33][CH2:32]5)[CH:24]=4)[N:17]=2)[CH:13]=[CH:12][S:11]3)[CH:5]=[CH:6][CH:7]=1.NC1C=C(C2N=C3N(C=2C2C=CN=C(NC4C=CC=C(OCCCN5CCOCC5)C=4)N=2)C=CS3)C=CC=1.[C:75]1([CH2:81][C:82](Cl)=[O:83])[CH:80]=[CH:79][CH:78]=[CH:77][CH:76]=1.FC1C=CC=C(F)C=1C(Cl)=O. (4) Given the product [CH3:28]/[C:21](/[CH:20]=[CH:33]/[CH:34]=[C:41](\[CH3:42])/[CH2:40][CH2:39][CH:38]=[C:36]([CH3:37])[CH3:35])=[CH:22]\[C:23]([O:25][CH2:1][CH3:2])=[O:24], predict the reactants needed to synthesize it. The reactants are: [CH2:1]1OCCOCCOCCOCCO[CH2:2]1.[OH-].[Na+].C([C:20]([CH2:33][CH3:34])(P(O)(O)=O)/[C:21](/[CH3:28])=[C:22](\CC)/[C:23]([O-:25])=[O:24])C.[CH3:35][C:36](=[CH:38][CH2:39][CH2:40]/[C:41](=C/C=O)/[CH3:42])[CH3:37]. (5) Given the product [CH3:1][O:2][C:3]1[CH:8]=[CH:7][C:6]([C:9]2[CH:14]=[CH:13][N:12]=[C:11]3[NH:15][C:24]([C:23]4[CH:27]=[CH:28][C:20]([C:19]([O:18][CH3:17])=[O:29])=[CH:21][CH:22]=4)=[N:16][C:10]=23)=[CH:5][CH:4]=1, predict the reactants needed to synthesize it. The reactants are: [CH3:1][O:2][C:3]1[CH:8]=[CH:7][C:6]([C:9]2[CH:14]=[CH:13][N:12]=[C:11]([NH2:15])[C:10]=2[NH2:16])=[CH:5][CH:4]=1.[CH3:17][O:18][C:19](=[O:29])[C:20]1[CH:28]=[CH:27][C:23]([C:24](O)=O)=[CH:22][CH:21]=1. (6) Given the product [NH2:1][C:2]1[N:10]=[C:9]([O:11][CH2:12][CH2:13][CH2:14][CH3:15])[N:8]=[C:7]2[C:3]=1[N:4]=[C:5]([Br:32])[N:6]2[CH2:16][C:17]1[CH:18]=[C:19]([CH2:23][P:24](=[O:31])([O:25][CH2:26][CH3:27])[O:28][CH2:29][CH3:30])[CH:20]=[CH:21][CH:22]=1, predict the reactants needed to synthesize it. The reactants are: [NH2:1][C:2]1[N:10]=[C:9]([O:11][CH2:12][CH2:13][CH2:14][CH3:15])[N:8]=[C:7]2[C:3]=1[N:4]=[CH:5][N:6]2[CH2:16][C:17]1[CH:18]=[C:19]([CH2:23][P:24](=[O:31])([O:28][CH2:29][CH3:30])[O:25][CH2:26][CH3:27])[CH:20]=[CH:21][CH:22]=1.[Br:32]Br. (7) Given the product [CH2:43]([N:20]([CH2:18][CH3:19])[CH2:21][CH2:22][NH:23][CH2:24][CH2:25][CH2:26][O:27][C:28]1[CH:29]=[CH:30][C:31]([C:2]2[C:3]3[C:4]4[CH:17]=[CH:16][S:15][C:5]=4[C:6](=[O:14])[NH:7][C:8]=3[CH:9]=[CH:10][C:11]=2[O:12][CH3:13])=[CH:32][CH:33]=1)[CH3:44], predict the reactants needed to synthesize it. The reactants are: Br[C:2]1[C:3]2[C:4]3[CH:17]=[CH:16][S:15][C:5]=3[C:6](=[O:14])[NH:7][C:8]=2[CH:9]=[CH:10][C:11]=1[O:12][CH3:13].[CH2:18]([N:20]([CH2:43][CH3:44])[CH2:21][CH2:22][NH:23][CH2:24][CH2:25][CH2:26][O:27][C:28]1[CH:33]=[CH:32][C:31](B2OC(C)(C)C(C)(C)O2)=[CH:30][CH:29]=1)[CH3:19].